From a dataset of Full USPTO retrosynthesis dataset with 1.9M reactions from patents (1976-2016). Predict the reactants needed to synthesize the given product. (1) Given the product [NH:21]1[C:22]2[C:18](=[C:17]([NH:14][C:15](=[O:16])[O:11][CH2:10][C:7]3[CH:6]=[CH:5][C:4]([O:3][C:2]([F:12])([F:13])[F:1])=[CH:9][CH:8]=3)[CH:25]=[CH:24][CH:23]=2)[CH:19]=[CH:20]1, predict the reactants needed to synthesize it. The reactants are: [F:1][C:2]([F:13])([F:12])[O:3][C:4]1[CH:9]=[CH:8][C:7]([CH2:10][OH:11])=[CH:6][CH:5]=1.[N:14]([C:17]1[CH:25]=[CH:24][CH:23]=[C:22]2[C:18]=1[CH:19]=[CH:20][NH:21]2)=[C:15]=[O:16].C(N(CC)CC)C. (2) Given the product [CH2:10]([O:9][C:7]([C:6]1([C:17]([O:19][CH2:20][C:21]2[CH:26]=[CH:25][CH:24]=[CH:23][CH:22]=2)=[O:18])[CH2:2][CH2:3][CH2:4][O:5]1)=[O:8])[C:11]1[CH:16]=[CH:15][CH:14]=[CH:13][CH:12]=1, predict the reactants needed to synthesize it. The reactants are: Cl[CH2:2][CH2:3][CH2:4][O:5][CH:6]([C:17]([O:19][CH2:20][C:21]1[CH:26]=[CH:25][CH:24]=[CH:23][CH:22]=1)=[O:18])[C:7]([O:9][CH2:10][C:11]1[CH:16]=[CH:15][CH:14]=[CH:13][CH:12]=1)=[O:8].C(=O)([O-])[O-].[Cs+].[Cs+].CCOCC. (3) Given the product [Cl:16][CH2:15][CH2:14][O:1][C:2]1[CH:3]=[CH:4][C:5]2[S:9][C:8]([S:10][CH3:11])=[N:7][C:6]=2[CH:12]=1, predict the reactants needed to synthesize it. The reactants are: [OH:1][C:2]1[CH:3]=[CH:4][C:5]2[S:9][C:8]([S:10][CH3:11])=[N:7][C:6]=2[CH:12]=1.Br[CH2:14][CH2:15][Cl:16].C([O-])([O-])=O.[K+].[K+]. (4) Given the product [Br:1][C:2]1[CH:3]=[CH:4][C:5]([C:6]([C@@H:8]2[CH2:10][C@H:9]2[C:11]([O:13][CH3:16])=[O:12])=[O:7])=[CH:14][CH:15]=1, predict the reactants needed to synthesize it. The reactants are: [Br:1][C:2]1[CH:15]=[CH:14][C:5]([C:6]([C@@H:8]2[CH2:10][C@H:9]2[C:11]([OH:13])=[O:12])=[O:7])=[CH:4][CH:3]=1.[CH3:16]OC(OC)(C)C.Cl. (5) Given the product [Cl:1][C:2]1[CH:7]=[C:6]([Cl:8])[CH:5]=[CH:4][C:3]=1[C:9]1[N:10]=[C:11](/[CH:22]=[CH:23]/[C:24]2[CH:29]=[CH:28][C:27]([C:30]3[CH:35]=[CH:34][CH:33]=[C:32]([C:36]([F:38])([F:39])[F:37])[CH:31]=3)=[CH:26][CH:25]=2)[N:12]([CH2:14][C:15]2[CH:16]=[CH:17][C:18]([N:21]3[CH2:41][C:42](=[O:44])[NH:47][C:48]3=[O:49])=[CH:19][CH:20]=2)[CH:13]=1, predict the reactants needed to synthesize it. The reactants are: [Cl:1][C:2]1[CH:7]=[C:6]([Cl:8])[CH:5]=[CH:4][C:3]=1[C:9]1[N:10]=[C:11](/[CH:22]=[CH:23]/[C:24]2[CH:29]=[CH:28][C:27]([C:30]3[CH:35]=[CH:34][CH:33]=[C:32]([C:36]([F:39])([F:38])[F:37])[CH:31]=3)=[CH:26][CH:25]=2)[N:12]([CH2:14][C:15]2[CH:20]=[CH:19][C:18]([NH2:21])=[CH:17][CH:16]=2)[CH:13]=1.Br[CH2:41][C:42]([O:44]C)=O.C(=O)=[N:47][C:48](Cl)=[O:49]. (6) Given the product [NH2:13][C:11]1[CH:10]=[C:9]([OH:16])[CH:8]=[C:7]([C:5]2[CH:4]=[N:3][N:2]([CH3:1])[CH:6]=2)[CH:12]=1, predict the reactants needed to synthesize it. The reactants are: [CH3:1][N:2]1[CH:6]=[C:5]([C:7]2[CH:8]=[C:9]([OH:16])[CH:10]=[C:11]([N+:13]([O-])=O)[CH:12]=2)[CH:4]=[N:3]1.[H][H]. (7) Given the product [Br:1][C:2]1[CH:3]=[CH:4][C:5]([C:25]2[CH:24]=[N:23][CH:28]=[CH:27][CH:26]=2)=[C:6]([CH:21]=1)[C:7]([NH:9][CH2:10][C:11]1[CH:16]=[CH:15][C:14]([O:17][CH3:18])=[C:13]([O:19][CH3:20])[CH:12]=1)=[O:8], predict the reactants needed to synthesize it. The reactants are: [Br:1][C:2]1[CH:3]=[CH:4][C:5](I)=[C:6]([CH:21]=1)[C:7]([NH:9][CH2:10][C:11]1[CH:16]=[CH:15][C:14]([O:17][CH3:18])=[C:13]([O:19][CH3:20])[CH:12]=1)=[O:8].[N:23]1[CH:28]=[CH:27][CH:26]=[C:25](B2OC(C)(C)C(C)(C)O2)[CH:24]=1.C(=O)([O-])[O-].[Cs+].[Cs+].O. (8) Given the product [F:1][C:2]1[CH:7]=[CH:6][C:5]([CH:8]2[CH2:13][CH2:12][N:11]([C:22]([O:24][C:25]([CH3:28])([CH3:27])[CH3:26])=[O:23])[CH2:10][CH:9]2[OH:14])=[CH:4][CH:3]=1, predict the reactants needed to synthesize it. The reactants are: [F:1][C:2]1[CH:7]=[CH:6][C:5]([CH:8]2[CH2:13][CH2:12][NH:11][CH2:10][CH:9]2[OH:14])=[CH:4][CH:3]=1.C(N(CC)CC)C.[C:22](O[C:22]([O:24][C:25]([CH3:28])([CH3:27])[CH3:26])=[O:23])([O:24][C:25]([CH3:28])([CH3:27])[CH3:26])=[O:23]. (9) The reactants are: [CH:1]([C:4]1[CH:8]=[CH:7][NH:6][N:5]=1)([CH3:3])[CH3:2].Cl[C:10]1[CH:19]=[C:18]([O:20]CC2C=CC(OC)=CC=2)[C:17]2[C:12](=[C:13]([CH3:32])[C:14]([O:30][CH3:31])=[CH:15][CH:16]=2)[N:11]=1.O. Given the product [OH:20][C:18]1[C:17]2[C:12](=[C:13]([CH3:32])[C:14]([O:30][CH3:31])=[CH:15][CH:16]=2)[N:11]=[C:10]([N:6]2[CH:7]=[CH:8][C:4]([CH:1]([CH3:3])[CH3:2])=[N:5]2)[CH:19]=1, predict the reactants needed to synthesize it.